From a dataset of Catalyst prediction with 721,799 reactions and 888 catalyst types from USPTO. Predict which catalyst facilitates the given reaction. (1) Reactant: [CH3:1][O:2][C:3]([NH:5][C@H:6]([C:10]([N:12]1[CH:16]([C:17]2[NH:18][CH:19]=[C:20]([C:22]3[CH:27]=[CH:26][C:25]([C:28]4[CH:33]=[CH:32][C:31]([C:34]5[N:35]=[C:36]([C@@H:39]6[CH2:43][CH2:42][CH2:41][N:40]6[C:44](=[O:54])[C@H:45]([CH:51]([CH3:53])[CH3:52])[NH:46][C:47]([O:49][CH3:50])=[O:48])[NH:37][CH:38]=5)=[CH:30][CH:29]=4)=[CH:24][CH:23]=3)[N:21]=2)[CH2:15][C:14]2([CH2:59][CH2:58][N:57](C(OC(C)(C)C)=O)[CH2:56][CH2:55]2)[CH2:13]1)=[O:11])[CH:7]([CH3:9])[CH3:8])=[O:4].FC(F)(F)C(O)=O. Product: [CH3:52][CH:51]([CH3:53])[C@H:45]([NH:46][C:47](=[O:48])[O:49][CH3:50])[C:44]([N:40]1[CH2:41][CH2:42][CH2:43][C@H:39]1[C:36]1[NH:37][CH:38]=[C:34]([C:31]2[CH:32]=[CH:33][C:28]([C:25]3[CH:24]=[CH:23][C:22]([C:20]4[N:21]=[C:17]([CH:16]5[CH2:15][C:14]6([CH2:55][CH2:56][NH:57][CH2:58][CH2:59]6)[CH2:13][N:12]5[C:10](=[O:11])[C@@H:6]([NH:5][C:3]([O:2][CH3:1])=[O:4])[CH:7]([CH3:8])[CH3:9])[NH:18][CH:19]=4)=[CH:27][CH:26]=3)=[CH:29][CH:30]=2)[N:35]=1)=[O:54]. The catalyst class is: 2. (2) Reactant: [Br:1][C:2]1[CH:3]=[CH:4][CH:5]=[C:6]2[C:10]=1[NH:9][C:8](=[O:11])[C:7]2(O)[C:12]1[C:20]([OH:21])=[CH:19][C:15]2[O:16][CH2:17][O:18][C:14]=2[CH:13]=1.C([SiH](CC)CC)C. Product: [Br:1][C:2]1[CH:3]=[CH:4][CH:5]=[C:6]2[C:10]=1[NH:9][C:8](=[O:11])[CH:7]2[C:12]1[C:20]([OH:21])=[CH:19][C:15]2[O:16][CH2:17][O:18][C:14]=2[CH:13]=1. The catalyst class is: 55.